From a dataset of Full USPTO retrosynthesis dataset with 1.9M reactions from patents (1976-2016). Predict the reactants needed to synthesize the given product. Given the product [NH2:8][C:7]1[C:2]([C:9]#[N:10])=[N:3][CH:4]=[CH:5][CH:6]=1, predict the reactants needed to synthesize it. The reactants are: Cl[C:2]1[C:7]([NH2:8])=[CH:6][CH:5]=[CH:4][N:3]=1.[CH3:9][N:10](C=O)C.